This data is from Peptide-MHC class I binding affinity with 185,985 pairs from IEDB/IMGT. The task is: Regression. Given a peptide amino acid sequence and an MHC pseudo amino acid sequence, predict their binding affinity value. This is MHC class I binding data. (1) The peptide sequence is LVCFPSTQR. The MHC is HLA-A33:01 with pseudo-sequence HLA-A33:01. The binding affinity (normalized) is 0.603. (2) The peptide sequence is NHQKDIQVL. The MHC is Mamu-A07 with pseudo-sequence Mamu-A07. The binding affinity (normalized) is 0.681. (3) The peptide sequence is VVAVGGLAI. The MHC is HLA-A31:01 with pseudo-sequence HLA-A31:01. The binding affinity (normalized) is 0.0847.